From a dataset of Catalyst prediction with 721,799 reactions and 888 catalyst types from USPTO. Predict which catalyst facilitates the given reaction. (1) Reactant: Cl[C:2]1[C:3]2[C:4](=[CH:13][N:14](CC3C=CC(OC)=CC=3)[N:15]=2)[N:5]=[C:6]([C:8]2[CH:12]=[CH:11][NH:10][N:9]=2)[N:7]=1.[NH:25]1[CH:29]=[CH:28][C:27]([NH2:30])=[N:26]1.Cl. Product: [NH:25]1[CH:29]=[CH:28][C:27]([NH:30][C:2]2[C:3]3[NH:15][N:14]=[CH:13][C:4]=3[N:5]=[C:6]([C:8]3[CH:12]=[CH:11][NH:10][N:9]=3)[N:7]=2)=[N:26]1. The catalyst class is: 71. (2) Reactant: C([O:3][P:4]([CH2:9][CH2:10][NH:11][C:12]([C:14]1[C:15]2[CH:16]=[CH:17][CH:18]=[N:19][C:20]=2[C:21]([O:36]C(C2C=CC=CC=2)C2C=CC=CC=2)=[C:22]2[C:26](=[O:27])[N:25]([CH2:28][C:29]3[CH:34]=[CH:33][C:32]([F:35])=[CH:31][CH:30]=3)[CH2:24][C:23]=12)=[O:13])(=[O:8])[O:5]CC)C.C[Si](Br)(C)C. Product: [F:35][C:32]1[CH:31]=[CH:30][C:29]([CH2:28][N:25]2[C:26](=[O:27])[C:22]3[C:23](=[C:14]([C:12]([NH:11][CH2:10][CH2:9][P:4](=[O:3])([OH:5])[OH:8])=[O:13])[C:15]4[CH:16]=[CH:17][CH:18]=[N:19][C:20]=4[C:21]=3[OH:36])[CH2:24]2)=[CH:34][CH:33]=1. The catalyst class is: 4.